Dataset: Catalyst prediction with 721,799 reactions and 888 catalyst types from USPTO. Task: Predict which catalyst facilitates the given reaction. (1) Reactant: [C:1]([C:5]1[CH:10]=[C:9](Br)[C:8]([N+:12]([O-])=O)=[CH:7][C:6]=1[OH:15])([CH3:4])([CH3:3])[CH3:2].[CH3:16][O:17][C:18]([C:20]1[CH:21]=[C:22](B(O)O)[CH:23]=[CH:24][CH:25]=1)=[O:19]. Product: [C:1]([C:5]1[CH:10]=[C:9]([C:24]2[CH:23]=[CH:22][CH:21]=[C:20]([C:18]([O:17][CH3:16])=[O:19])[CH:25]=2)[C:8]([NH2:12])=[CH:7][C:6]=1[OH:15])([CH3:4])([CH3:3])[CH3:2]. The catalyst class is: 23. (2) Reactant: CCN(C(C)C)C(C)C.[C:10]([O:13][CH2:14][CH2:15][C:16]1[C:21]([N+:22]([O-:24])=[O:23])=[CH:20][CH:19]=[C:18]([NH2:25])[C:17]=1[F:26])(=[O:12])[CH3:11].[F:27][C:28]([F:43])([C:32]1[C:41]2[C:36](=[CH:37][CH:38]=[CH:39][CH:40]=2)[C:35]([F:42])=[CH:34][CH:33]=1)[C:29](Cl)=[O:30].FC(F)(C1C2C(=CC=CC=2)C(F)=CC=1)C(O)=O.C(Cl)(=O)C(Cl)=O. Product: [C:10]([O:13][CH2:14][CH2:15][C:16]1[C:21]([N+:22]([O-:24])=[O:23])=[CH:20][CH:19]=[C:18]([NH:25][C:29](=[O:30])[C:28]([F:43])([F:27])[C:32]2[C:41]3[C:36](=[CH:37][CH:38]=[CH:39][CH:40]=3)[C:35]([F:42])=[CH:34][CH:33]=2)[C:17]=1[F:26])(=[O:12])[CH3:11]. The catalyst class is: 2.